From a dataset of NCI-60 drug combinations with 297,098 pairs across 59 cell lines. Regression. Given two drug SMILES strings and cell line genomic features, predict the synergy score measuring deviation from expected non-interaction effect. (1) Cell line: NCIH23. Synergy scores: CSS=1.48, Synergy_ZIP=2.25, Synergy_Bliss=6.28, Synergy_Loewe=-1.76, Synergy_HSA=-0.677. Drug 2: COC1=NC(=NC2=C1N=CN2C3C(C(C(O3)CO)O)O)N. Drug 1: C1=CC(=CC=C1C#N)C(C2=CC=C(C=C2)C#N)N3C=NC=N3. (2) Drug 1: CCC1(CC2CC(C3=C(CCN(C2)C1)C4=CC=CC=C4N3)(C5=C(C=C6C(=C5)C78CCN9C7C(C=CC9)(C(C(C8N6C=O)(C(=O)OC)O)OC(=O)C)CC)OC)C(=O)OC)O.OS(=O)(=O)O. Drug 2: CC1=C(C=C(C=C1)NC(=O)C2=CC=C(C=C2)CN3CCN(CC3)C)NC4=NC=CC(=N4)C5=CN=CC=C5. Cell line: U251. Synergy scores: CSS=29.0, Synergy_ZIP=-5.37, Synergy_Bliss=-5.18, Synergy_Loewe=-2.70, Synergy_HSA=-2.07. (3) Drug 1: C1CC(C1)(C(=O)O)C(=O)O.[NH2-].[NH2-].[Pt+2]. Drug 2: CCCCC(=O)OCC(=O)C1(CC(C2=C(C1)C(=C3C(=C2O)C(=O)C4=C(C3=O)C=CC=C4OC)O)OC5CC(C(C(O5)C)O)NC(=O)C(F)(F)F)O. Cell line: MDA-MB-435. Synergy scores: CSS=9.74, Synergy_ZIP=-5.21, Synergy_Bliss=-1.33, Synergy_Loewe=-11.6, Synergy_HSA=-2.99. (4) Drug 1: C1=CC=C(C=C1)NC(=O)CCCCCCC(=O)NO. Drug 2: CC1CCCC2(C(O2)CC(NC(=O)CC(C(C(=O)C(C1O)C)(C)C)O)C(=CC3=CSC(=N3)C)C)C. Cell line: SK-MEL-28. Synergy scores: CSS=32.8, Synergy_ZIP=-1.66, Synergy_Bliss=-0.383, Synergy_Loewe=-6.55, Synergy_HSA=0.324. (5) Drug 1: C1=NC2=C(N=C(N=C2N1C3C(C(C(O3)CO)O)F)Cl)N. Drug 2: C(CCl)NC(=O)N(CCCl)N=O. Synergy scores: CSS=12.3, Synergy_ZIP=-4.38, Synergy_Bliss=4.72, Synergy_Loewe=-7.16, Synergy_HSA=1.75. Cell line: HOP-92.